Dataset: Catalyst prediction with 721,799 reactions and 888 catalyst types from USPTO. Task: Predict which catalyst facilitates the given reaction. (1) Reactant: [Br:1][C:2]1[C:11]2[C:6](=[C:7]([F:14])[CH:8]=[C:9]([O:12][CH3:13])[CH:10]=2)[N:5]=[CH:4][C:3]=1[NH:15]C(=O)OC(C)(C)C.FC(F)(F)C(O)=O. Product: [Br:1][C:2]1[C:11]2[C:6](=[C:7]([F:14])[CH:8]=[C:9]([O:12][CH3:13])[CH:10]=2)[N:5]=[CH:4][C:3]=1[NH2:15]. The catalyst class is: 4. (2) Reactant: Br[CH2:2][C:3]1[N:4]=[C:5]([C:8]2[C:13]([C:14]3[CH:19]=[CH:18][CH:17]=[CH:16][CH:15]=3)=[CH:12][N:11]=[N:10][C:9]=2[C:20]2[CH:25]=[CH:24][CH:23]=[CH:22][CH:21]=2)[O:6][CH:7]=1. The catalyst class is: 19. Product: [C:20]1([C:9]2[N:10]=[N:11][CH:12]=[C:13]([C:14]3[CH:15]=[CH:16][CH:17]=[CH:18][CH:19]=3)[C:8]=2[C:5]2[O:6][CH:7]=[C:3]([CH3:2])[N:4]=2)[CH:25]=[CH:24][CH:23]=[CH:22][CH:21]=1. (3) The catalyst class is: 67. Product: [F:1][C@H:2]([C@H:4]1[CH2:8][O:7][C:6](=[O:9])[NH:5]1)[CH3:3]. Reactant: [F:1][C@H:2]([C@H:4]1[CH2:8][O:7][C:6](=[O:9])[N:5]1CC1C=CC(OC)=CC=1)[CH3:3].